This data is from Reaction yield outcomes from USPTO patents with 853,638 reactions. The task is: Predict the reaction yield, written as a fraction of the theoretical maximum amount of product (1.0 means a 100% yield; for example, 0.34 means a 34% yield). (1) The reactants are [NH2:1][CH:2]([C:14]1[CH:19]=[CH:18][CH:17]=[CH:16][CH:15]=1)[C:3]([O:5][C@@H:6]1[CH:11]2[CH2:12][CH2:13][N:8]([CH2:9][CH2:10]2)[CH2:7]1)=[O:4].C(N(CC)CC)C.[C:27](Cl)(=[O:34])[C:28]1[CH:33]=[CH:32][CH:31]=[CH:30][CH:29]=1. The catalyst is C(Cl)Cl. The product is [C:27]([NH:1][CH:2]([C:14]1[CH:19]=[CH:18][CH:17]=[CH:16][CH:15]=1)[C:3]([O:5][C@@H:6]1[CH:11]2[CH2:10][CH2:9][N:8]([CH2:13][CH2:12]2)[CH2:7]1)=[O:4])(=[O:34])[C:28]1[CH:33]=[CH:32][CH:31]=[CH:30][CH:29]=1. The yield is 0.500. (2) The reactants are Br[C:2]1[C:10]2[O:9][CH2:8][C@@H:7]([N:11]([C:26](=[O:31])[C:27]([F:30])([F:29])[F:28])[C:12]3[CH:25]=[CH:24][C:15]4[C@H:16]([CH2:19][C:20]([O:22][CH3:23])=[O:21])[CH2:17][O:18][C:14]=4[CH:13]=3)[C:6]=2[CH:5]=[CH:4][CH:3]=1.[CH3:32][C:33]1[C:38](B(O)O)=[C:37]([CH3:42])[N:36]=[C:35]([N:43]2[CH2:48][CH2:47][O:46][CH2:45][CH2:44]2)[N:34]=1.C(=O)([O-])[O-].[Na+].[Na+].C1(P(C2CCCCC2)C2C=CC=CC=2C2C(OC)=CC=CC=2OC)CCCCC1. The catalyst is C1C=CC(/C=C/C(/C=C/C2C=CC=CC=2)=O)=CC=1.C1C=CC(/C=C/C(/C=C/C2C=CC=CC=2)=O)=CC=1.C1C=CC(/C=C/C(/C=C/C2C=CC=CC=2)=O)=CC=1.[Pd].[Pd].O.C1(C)C=CC=CC=1. The product is [CH3:32][C:33]1[C:38]([C:2]2[C:10]3[O:9][CH2:8][C@@H:7]([N:11]([C:26](=[O:31])[C:27]([F:28])([F:30])[F:29])[C:12]4[CH:25]=[CH:24][C:15]5[C@H:16]([CH2:19][C:20]([O:22][CH3:23])=[O:21])[CH2:17][O:18][C:14]=5[CH:13]=4)[C:6]=3[CH:5]=[CH:4][CH:3]=2)=[C:37]([CH3:42])[N:36]=[C:35]([N:43]2[CH2:44][CH2:45][O:46][CH2:47][CH2:48]2)[N:34]=1. The yield is 1.00. (3) The reactants are ClCCN(C)[CH:5]([CH:16]1[CH2:21][CH2:20][N:19]([CH2:22][CH2:23][O:24][C:25]2[CH:34]=[CH:33][CH:32]=[C:31]3[C:26]=2[CH:27]=[CH:28][C:29]([CH3:35])=[N:30]3)[CH2:18][CH2:17]1)[C:6]1[CH:7]=[C:8]([NH:12][C:13](=[O:15])[CH3:14])[CH:9]=[CH:10][CH:11]=1.[H-].[Na+]. The catalyst is CN(C=O)C. The product is [CH3:13][N:12]1[CH2:8][CH2:7][N:12]([C:8]2[CH:9]=[CH:10][CH:11]=[C:6]([CH2:5][CH:16]3[CH2:21][CH2:20][N:19]([CH2:22][CH2:23][O:24][C:25]4[CH:34]=[CH:33][CH:32]=[C:31]5[C:26]=4[CH:27]=[CH:28][C:29]([CH3:35])=[N:30]5)[CH2:18][CH2:17]3)[CH:7]=2)[C:13](=[O:15])[CH2:14]1. The yield is 0.230. (4) The reactants are [NH2:1][CH2:2][C:3]1[N:4]=[C:5]([NH:8][C:9]([NH:11][C:12]2[CH:17]=[CH:16][C:15]([CH3:18])=[CH:14][C:13]=2[C:19]([CH:21]2[CH2:25][CH2:24][CH2:23][CH2:22]2)=[O:20])=[O:10])[S:6][CH:7]=1.[CH3:26][S:27]([CH2:30][C:31](O)=[O:32])(=[O:29])=[O:28]. No catalyst specified. The product is [CH:21]1([C:19]([C:13]2[CH:14]=[C:15]([CH3:18])[CH:16]=[CH:17][C:12]=2[NH:11][C:9](=[O:10])[NH:8][C:5]2[S:6][CH:7]=[C:3]([CH2:2][NH:1][C:31](=[O:32])[CH2:30][S:27]([CH3:26])(=[O:29])=[O:28])[N:4]=2)=[O:20])[CH2:25][CH2:24][CH2:23][CH2:22]1. The yield is 0.840. (5) The reactants are [N:1]([O-])=O.[Na+].[F:5][C:6]1[CH:12]=[C:11]([O:13][C:14]([F:17])([F:16])[F:15])[CH:10]=[CH:9][C:7]=1[NH2:8].Cl.[CH3:19][O:20][CH2:21][C:22](=[O:28])[CH2:23][C:24]([O:26][CH3:27])=[O:25].C([O-])(=O)C.[Na+]. The catalyst is O.CO. The product is [F:5][C:6]1[CH:12]=[C:11]([O:13][C:14]([F:15])([F:16])[F:17])[CH:10]=[CH:9][C:7]=1[NH:8][N:1]=[C:23]([C:22](=[O:28])[CH2:21][O:20][CH3:19])[C:24]([O:26][CH3:27])=[O:25]. The yield is 0.580. (6) The reactants are [CH3:1][C:2]1[CH:11]=[C:10]2[C:5]([CH:6]=[CH:7][CH:8]=[N:9]2)=[CH:4][CH:3]=1.C1C(=O)N([Br:19])C(=O)C1.CC(N=NC(C#N)(C)C)(C#N)C. The catalyst is C(Cl)(Cl)(Cl)Cl. The product is [Br:19][CH2:1][C:2]1[CH:11]=[C:10]2[C:5]([CH:6]=[CH:7][CH:8]=[N:9]2)=[CH:4][CH:3]=1. The yield is 0.580.